Dataset: Full USPTO retrosynthesis dataset with 1.9M reactions from patents (1976-2016). Task: Predict the reactants needed to synthesize the given product. (1) The reactants are: Cl[C:2]1[N:7]=[C:6]([C:8]2[CH:13]=[CH:12][CH:11]=[CH:10][CH:9]=2)[N:5]=[C:4]([NH:14][C:15](=[O:30])[CH2:16][N:17]2[CH2:22][CH2:21][CH:20]([CH2:23][C:24]3[CH:29]=[CH:28][CH:27]=[CH:26][CH:25]=3)[CH2:19][CH2:18]2)[CH:3]=1.C(N(CC)C(C)C)(C)C.Cl.[NH2:41][CH2:42][C:43]([NH2:45])=[O:44]. Given the product [NH2:45][C:43](=[O:44])[CH2:42][NH:41][C:2]1[N:7]=[C:6]([C:8]2[CH:13]=[CH:12][CH:11]=[CH:10][CH:9]=2)[N:5]=[C:4]([NH:14][C:15](=[O:30])[CH2:16][N:17]2[CH2:22][CH2:21][CH:20]([CH2:23][C:24]3[CH:29]=[CH:28][CH:27]=[CH:26][CH:25]=3)[CH2:19][CH2:18]2)[CH:3]=1, predict the reactants needed to synthesize it. (2) Given the product [CH3:2][N:3]1[C:12]2[C:7](=[CH:8][C:9]([C:13]3[CH:14]=[N:15][CH:16]=[C:17]([O:19][C@H:20]4[CH2:24][CH2:23][N:22]([C:32]([C:30]5[CH:29]=[N:28][N:27]([CH3:26])[CH:31]=5)=[O:33])[CH2:21]4)[CH:18]=3)=[CH:10][CH:11]=2)[CH2:6][CH2:5][C:4]1=[O:25], predict the reactants needed to synthesize it. The reactants are: Cl.[CH3:2][N:3]1[C:12]2[C:7](=[CH:8][C:9]([C:13]3[CH:14]=[N:15][CH:16]=[C:17]([O:19][C@H:20]4[CH2:24][CH2:23][NH:22][CH2:21]4)[CH:18]=3)=[CH:10][CH:11]=2)[CH2:6][CH2:5][C:4]1=[O:25].[CH3:26][N:27]1[CH:31]=[C:30]([C:32](O)=[O:33])[CH:29]=[N:28]1.CCN(C(C)C)C(C)C.C([O-])(O)=O.[Na+].